This data is from Forward reaction prediction with 1.9M reactions from USPTO patents (1976-2016). The task is: Predict the product of the given reaction. (1) Given the reactants Cl[C:2]1[CH:7]=[CH:6][N:5]=[CH:4][C:3]=1[CH:8]=[O:9].[OH:10]O, predict the reaction product. The product is: [OH:10][C:2]1[CH:7]=[CH:6][N:5]=[CH:4][C:3]=1[CH:8]=[O:9]. (2) Given the reactants [NH2:1][C:2]1[CH:3]=[C:4]([N:8]2[CH2:13][CH2:12][N:11]([CH2:14][CH2:15][C:16]3[N:17]([CH2:23][CH:24]4[CH2:29][CH2:28][CH2:27][CH2:26][CH2:25]4)[C:18](=[O:22])[N:19]([CH3:21])[N:20]=3)[CH2:10][CH2:9]2)[CH:5]=[CH:6][CH:7]=1.[C:30](OC(=O)C)(=[O:32])[CH3:31].C1(C)C=CC=CC=1, predict the reaction product. The product is: [CH:24]1([CH2:23][N:17]2[C:18](=[O:22])[N:19]([CH3:21])[N:20]=[C:16]2[CH2:15][CH2:14][N:11]2[CH2:10][CH2:9][N:8]([C:4]3[CH:3]=[C:2]([NH:1][C:30](=[O:32])[CH3:31])[CH:7]=[CH:6][CH:5]=3)[CH2:13][CH2:12]2)[CH2:29][CH2:28][CH2:27][CH2:26][CH2:25]1. (3) Given the reactants [NH2:1][C:2]1[C:3]([I:22])=[C:4]([C:8]([I:21])=[C:9]([C:12](=[O:20])[N:13]([CH2:17][CH:18]=[CH2:19])[CH2:14][CH:15]=[CH2:16])[C:10]=1[I:11])[C:5]([Cl:7])=[O:6].[C:23]([O:26][CH2:27][C:28](Cl)=[O:29])(=[O:25])[CH3:24], predict the reaction product. The product is: [Cl:7][C:5]([C:4]1[C:3]([I:22])=[C:2]([NH:1][C:28]([CH2:27][O:26][C:23](=[O:25])[CH3:24])=[O:29])[C:10]([I:11])=[C:9]([C:12](=[O:20])[N:13]([CH2:14][CH:15]=[CH2:16])[CH2:17][CH:18]=[CH2:19])[C:8]=1[I:21])=[O:6]. (4) Given the reactants OS(O)(=O)=O.[N+:6]([O-:9])(O)=[O:7].[O:10]1[C:15]2[CH:16]=[CH:17][CH:18]=[CH:19][C:14]=2[S:13](=[O:21])(=[O:20])[CH2:12][CH2:11]1, predict the reaction product. The product is: [N+:6]([C:18]1[CH:17]=[CH:16][C:15]2[O:10][CH2:11][CH2:12][S:13](=[O:20])(=[O:21])[C:14]=2[CH:19]=1)([O-:9])=[O:7]. (5) Given the reactants [F:1][C:2]1[C:3]([N:19]2[CH:23]=[C:22]([CH2:24][N:25]3[CH:29]=[CH:28][CH:27]=[N:26]3)[N:21]=[N:20]2)=[C:4](N2CC(CNC(=O)C)OC2=O)[CH:5]=[CH:6][CH:7]=1.Cl.[C:31](=[O:34])([O-])[O-:32].[Na+].[Na+], predict the reaction product. The product is: [NH2:19][CH2:23][CH:22]1[O:32][C:31](=[O:34])[N:25]([C:6]2[CH:5]=[CH:4][C:3]([N:19]3[CH:23]=[C:22]([CH2:24][N:25]4[CH:29]=[CH:28][CH:27]=[N:26]4)[N:21]=[N:20]3)=[C:2]([F:1])[CH:7]=2)[CH2:24]1.